Dataset: Catalyst prediction with 721,799 reactions and 888 catalyst types from USPTO. Task: Predict which catalyst facilitates the given reaction. (1) Reactant: [CH:1]1([CH:4]([C:6]2[CH:11]=[CH:10][CH:9]=[CH:8][C:7]=2[O:12][CH3:13])[NH2:5])[CH2:3][CH2:2]1.[I:14][C:15]1[C:23]2[C:18](=[CH:19][CH:20]=[C:21]([C:24](N)=[O:25])[CH:22]=2)[NH:17][N:16]=1.CN(C(ON1N=NC2C=CC=CC1=2)=[N+](C)C)C.[B-](F)(F)(F)F.CCN(C(C)C)C(C)C. Product: [CH:1]1([CH:4]([C:6]2[CH:11]=[CH:10][CH:9]=[CH:8][C:7]=2[O:12][CH3:13])[NH:5][C:24]([C:21]2[CH:22]=[C:23]3[C:18](=[CH:19][CH:20]=2)[NH:17][N:16]=[C:15]3[I:14])=[O:25])[CH2:2][CH2:3]1. The catalyst class is: 3. (2) Reactant: [CH3:1][O:2][C:3]1[CH:4]=[C:5]2[C:10](=[CH:11][C:12]=1[O:13][CH3:14])[N:9]=[CH:8][CH:7]=[C:6]2[O:15][C:16]1[CH:21]=[CH:20][C:19]([NH:22][C:23](=O)[CH2:24][O:25][C:26]2[CH:31]=[CH:30][CH:29]=[CH:28][C:27]=2[Cl:32])=[CH:18][C:17]=1[CH3:34].Cl.[OH-].[Na+]. Product: [Cl:32][C:27]1[CH:28]=[CH:29][CH:30]=[CH:31][C:26]=1[O:25][CH2:24][CH2:23][NH:22][C:19]1[CH:20]=[CH:21][C:16]([O:15][C:6]2[C:5]3[C:10](=[CH:11][C:12]([O:13][CH3:14])=[C:3]([O:2][CH3:1])[CH:4]=3)[N:9]=[CH:8][CH:7]=2)=[C:17]([CH3:34])[CH:18]=1. The catalyst class is: 7. (3) Reactant: [F:1][C:2]1[CH:8]=[C:7]([CH3:9])[CH:6]=[CH:5][C:3]=1N.Cl.[N:11]([O-])=O.[Na+].[S:15](=[O:17])=[O:16]. Product: [F:1][C:2]1[CH:8]=[C:7]([CH3:9])[CH:6]=[CH:5][C:3]=1[S:15]([NH2:11])(=[O:17])=[O:16]. The catalyst class is: 86. (4) Reactant: [H-].[Al+3].[Li+].[H-].[H-].[H-].C([O:9][C:10]([C:12]1[CH:13]=[N:14][N:15]([C:17]2[CH:22]=[CH:21][CH:20]=[CH:19][CH:18]=2)[CH:16]=1)=O)C.[OH-].[Na+].S([O-])([O-])(=O)=O.[Na+].[Na+]. Product: [C:17]1([N:15]2[CH:16]=[C:12]([CH2:10][OH:9])[CH:13]=[N:14]2)[CH:22]=[CH:21][CH:20]=[CH:19][CH:18]=1. The catalyst class is: 30. (5) Reactant: [OH:1][C:2]1[CH:10]=[CH:9][C:5]([C:6](O)=[O:7])=[CH:4][CH:3]=1.F[P-](F)(F)(F)(F)F.[N:18]1(O[P+](N(C)C)(N(C)C)N(C)C)C2C=CC=CC=2N=N1. Product: [OH:1][C:2]1[CH:10]=[CH:9][C:5]([C:6]([NH2:18])=[O:7])=[CH:4][CH:3]=1. The catalyst class is: 3. (6) Reactant: [Br:1][C:2]1[CH:7]=[CH:6][C:5](F)=[C:4]([N+:9]([O-:11])=[O:10])[CH:3]=1.[CH3:12][C:13]([OH:17])([CH2:15][NH2:16])[CH3:14].C(N(C(C)C)CC)(C)C. Product: [CH3:12][C:13]([OH:17])([CH3:14])[CH2:15][NH:16][C:5]1[CH:6]=[CH:7][C:2]([Br:1])=[CH:3][C:4]=1[N+:9]([O-:11])=[O:10]. The catalyst class is: 3. (7) Reactant: Br[C:2]1[CH:3]=[CH:4][C:5]([N:15]2[CH2:20][CH2:19][O:18][CH2:17][CH2:16]2)=[C:6](/[CH:8]=[CH:9]/[C:10]([O:12][CH2:13][CH3:14])=[O:11])[CH:7]=1.[CH2:21]([O:25][CH2:26][CH2:27][O:28][C:29]1[CH:34]=[CH:33][C:32](OB(O)O)=[CH:31][CH:30]=1)[CH2:22][CH2:23][CH3:24].C(=O)([O-])[O-].[K+].[K+]. Product: [CH2:21]([O:25][CH2:26][CH2:27][O:28][C:29]1[CH:30]=[CH:31][C:32]([C:2]2[CH:3]=[CH:4][C:5]([N:15]3[CH2:20][CH2:19][O:18][CH2:17][CH2:16]3)=[C:6](/[CH:8]=[CH:9]/[C:10]([O:12][CH2:13][CH3:14])=[O:11])[CH:7]=2)=[CH:33][CH:34]=1)[CH2:22][CH2:23][CH3:24]. The catalyst class is: 460. (8) Reactant: [F:1][C:2]1[C:11]([F:12])=[C:10]2[C:5]([CH2:6][CH2:7][CH:8]([CH:13]3[CH2:18][CH2:17][CH:16]([CH2:19][CH2:20][CH3:21])[CH2:15][CH2:14]3)[O:9]2)=[CH:4][CH:3]=1.[Li]C(CC)C.[B:27](OC(C)C)([O:32]C(C)C)[O:28]C(C)C.Cl. Product: [F:1][C:2]1[C:11]([F:12])=[C:10]2[C:5]([CH2:6][CH2:7][CH:8]([CH:13]3[CH2:18][CH2:17][CH:16]([CH2:19][CH2:20][CH3:21])[CH2:15][CH2:14]3)[O:9]2)=[CH:4][C:3]=1[B:27]([OH:32])[OH:28]. The catalyst class is: 20. (9) Reactant: [Br:1][C:2]1[C:3]([F:15])=[C:4]2[C:8](=[C:9]([F:11])[CH:10]=1)[NH:7][N:6]=[C:5]2C(O)=O. Product: [Br:1][C:2]1[C:3]([F:15])=[C:4]2[C:8](=[C:9]([F:11])[CH:10]=1)[NH:7][N:6]=[CH:5]2. The catalyst class is: 400.